Dataset: Full USPTO retrosynthesis dataset with 1.9M reactions from patents (1976-2016). Task: Predict the reactants needed to synthesize the given product. (1) Given the product [Cl:3][C:4]1[CH:5]=[CH:6][C:7]([C:10]2[S:18][C:17]3[C:16](=[O:19])[N:15]([CH2:20][CH2:21][C:22]4[CH:23]=[CH:24][C:25]([CH2:28][N:29]([CH3:30])[C:34](=[O:35])[CH2:33][C:32]([CH3:38])([CH3:37])[CH3:31])=[CH:26][CH:27]=4)[CH:14]=[N:13][C:12]=3[CH:11]=2)=[CH:8][CH:9]=1, predict the reactants needed to synthesize it. The reactants are: Cl.Cl.[Cl:3][C:4]1[CH:9]=[CH:8][C:7]([C:10]2[S:18][C:17]3[C:16](=[O:19])[N:15]([CH2:20][CH2:21][C:22]4[CH:27]=[CH:26][C:25]([CH2:28][NH:29][CH3:30])=[CH:24][CH:23]=4)[CH:14]=[N:13][C:12]=3[CH:11]=2)=[CH:6][CH:5]=1.[CH3:31][C:32]([CH3:38])([CH3:37])[CH2:33][C:34](Cl)=[O:35].C(N(CC)CC)C.O1CCCC1. (2) Given the product [Cl:25][C:22]1[N:23]=[CH:24][C:19]([N:18]=[C:10]2[C:12]3[C:17](=[CH:16][CH:15]=[CH:14][CH:13]=3)[N:7]([C:1]3[CH:6]=[CH:5][CH:4]=[CH:3][CH:2]=3)[C:8]2=[O:9])=[CH:20][CH:21]=1, predict the reactants needed to synthesize it. The reactants are: [C:1]1([N:7]2[C:17]3[C:12](=[CH:13][CH:14]=[CH:15][CH:16]=3)[C:10](=O)[C:8]2=[O:9])[CH:6]=[CH:5][CH:4]=[CH:3][CH:2]=1.[NH2:18][C:19]1[CH:20]=[CH:21][C:22]([Cl:25])=[N:23][CH:24]=1. (3) Given the product [OH:5][C:3]([CH3:6])([CH3:4])[CH2:2][O:7][C:8]1[CH:15]=[CH:14][C:11]([C:12]#[N:13])=[CH:10][CH:9]=1, predict the reactants needed to synthesize it. The reactants are: Cl[CH2:2][C:3]([CH3:6])([OH:5])[CH3:4].[OH:7][C:8]1[CH:15]=[CH:14][C:11]([C:12]#[N:13])=[CH:10][CH:9]=1.C(=O)([O-])[O-].[K+].[K+].O. (4) Given the product [Cl:15][C:16]1[CH:22]=[CH:21][CH:20]=[CH:19][C:17]=1[NH:18][C:9]([C:4]1[CH:3]=[CH:2][NH:1][N:5]=1)=[O:10], predict the reactants needed to synthesize it. The reactants are: [N:1]1[N:5]2[C:9](=[O:10])[C:4]3[N:5]([N:1]=[CH:2][CH:3]=3)[C:9](=[O:10])[C:4]2=[CH:3][CH:2]=1.[Cl:15][C:16]1[CH:22]=[CH:21][CH:20]=[CH:19][C:17]=1[NH2:18].CCO.CCCC(C)C. (5) Given the product [CH3:1][O:2][C:3]1[C:4]([O:13][CH3:14])=[C:5]([O:11][CH3:12])[C:6]([O:9][CH3:10])=[CH:7][C:8]=1[CH3:15], predict the reactants needed to synthesize it. The reactants are: [CH3:1][O:2][C:3]1[CH:8]=[CH:7][C:6]([O:9][CH3:10])=[C:5]([O:11][CH3:12])[C:4]=1[O:13][CH3:14].[CH3:15]N(CCN(C)C)C.[Li]CCCC.CCCCCC.CI. (6) The reactants are: [C-]#N.[K+].CC(C)(O)[C:6]#[N:7].[C:10]([O:14][C:15](=[O:39])[C:16]1[CH:21]=[CH:20][C:19]([C:22](=[O:37])/[CH:23]=[C:24](\[C:29]2[CH:34]=[C:33]([Cl:35])[CH:32]=[C:31]([Cl:36])[CH:30]=2)/[C:25]([F:28])([F:27])[F:26])=[CH:18][C:17]=1[CH3:38])([CH3:13])([CH3:12])[CH3:11].O. Given the product [C:10]([O:14][C:15](=[O:39])[C:16]1[CH:21]=[CH:20][C:19]([C:22](=[O:37])[CH2:23][C@:24]([C:6]#[N:7])([C:29]2[CH:34]=[C:33]([Cl:35])[CH:32]=[C:31]([Cl:36])[CH:30]=2)[C:25]([F:26])([F:28])[F:27])=[CH:18][C:17]=1[CH3:38])([CH3:13])([CH3:12])[CH3:11], predict the reactants needed to synthesize it.